This data is from Full USPTO retrosynthesis dataset with 1.9M reactions from patents (1976-2016). The task is: Predict the reactants needed to synthesize the given product. Given the product [Cl:25][C:26]1[CH:31]=[CH:30][C:29]([C:5]2[C:4]([C:3]([OH:2])=[O:24])=[CH:9][C:8]([C:10]3[S:11][CH:12]=[C:13]([C:15]4[CH:20]=[CH:19][C:18]([Cl:21])=[C:17]([Cl:22])[CH:16]=4)[N:14]=3)=[CH:7][CH:6]=2)=[CH:28][C:27]=1[C:35]#[N:36], predict the reactants needed to synthesize it. The reactants are: C[O:2][C:3](=[O:24])[C:4]1[CH:9]=[C:8]([C:10]2[S:11][CH:12]=[C:13]([C:15]3[CH:20]=[CH:19][C:18]([Cl:21])=[C:17]([Cl:22])[CH:16]=3)[N:14]=2)[CH:7]=[CH:6][C:5]=1Br.[Cl:25][C:26]1[CH:31]=[CH:30][C:29](B(O)O)=[CH:28][C:27]=1[C:35]#[N:36].